Dataset: Catalyst prediction with 721,799 reactions and 888 catalyst types from USPTO. Task: Predict which catalyst facilitates the given reaction. (1) Reactant: [Br:1][C:2]1[N:7]=[CH:6][C:5]([NH:8][CH:9]=[C:10]([C:14]([O-:16])=O)[C:11]([O-:13])=[O:12])=[CH:4][CH:3]=1.[C:17]1(OC2C=CC=CC=2)C=CC=C[CH:18]=1. Product: [Br:1][C:2]1[N:7]=[C:6]2[C:5](=[CH:4][CH:3]=1)[N:8]=[CH:9][C:10]([C:11]([O:13][CH2:17][CH3:18])=[O:12])=[C:14]2[OH:16]. The catalyst class is: 13. (2) Reactant: [CH2:1]([C:7]1[CH:13]=[CH:12][C:10]([NH2:11])=[CH:9][CH:8]=1)[CH2:2][CH2:3][CH2:4][CH2:5][CH3:6].C([O-])(=O)C.[NH4+].C(#N)C.[Br:22]N1C(=O)CCC1=O. The catalyst class is: 6. Product: [Br:22][C:12]1[CH:13]=[C:7]([CH2:1][CH2:2][CH2:3][CH2:4][CH2:5][CH3:6])[CH:8]=[CH:9][C:10]=1[NH2:11]. (3) Reactant: Cl[CH2:2][C:3]1[CH:25]=[CH:24][C:6]2[S:7][CH:8]=[C:9]([C:10]3[CH:22]=[CH:21][C:13]([O:14][CH:15]4[CH2:20][CH2:19][O:18][CH2:17][CH2:16]4)=[CH:12][C:11]=3[CH3:23])[C:5]=2[CH:4]=1.[OH:26][C:27]1[CH:32]=[CH:31][C:30]([C@@H:33]([C:40]#[C:41][CH3:42])[CH2:34][C:35]([O:37][CH2:38][CH3:39])=[O:36])=[CH:29][CH:28]=1. Product: [CH3:23][C:11]1[CH:12]=[C:13]([O:14][CH:15]2[CH2:16][CH2:17][O:18][CH2:19][CH2:20]2)[CH:21]=[CH:22][C:10]=1[C:9]1[C:5]2[CH:4]=[C:3]([CH2:2][O:26][C:27]3[CH:28]=[CH:29][C:30]([C@@H:33]([C:40]#[C:41][CH3:42])[CH2:34][C:35]([O:37][CH2:38][CH3:39])=[O:36])=[CH:31][CH:32]=3)[CH:25]=[CH:24][C:6]=2[S:7][CH:8]=1. The catalyst class is: 3. (4) Reactant: [F:1][C:2]1[CH:7]=[C:6](B2OC(C)(C)C(C)(C)O2)[C:5]([F:17])=[CH:4][C:3]=1[C:18]1[N:22]([C@H:23]2[CH2:27][CH2:26][O:25][CH2:24]2)[N:21]=[CH:20][C:19]=1[C:28]([O:30][CH2:31][CH3:32])=[O:29].Br[C:34]1[C:35]([CH3:43])=[N:36][C:37]([O:41][CH3:42])=[CH:38][C:39]=1[CH3:40].F.[K]. Product: [F:1][C:2]1[CH:7]=[C:6]([C:34]2[C:35]([CH3:43])=[N:36][C:37]([O:41][CH3:42])=[CH:38][C:39]=2[CH3:40])[C:5]([F:17])=[CH:4][C:3]=1[C:18]1[N:22]([C@H:23]2[CH2:27][CH2:26][O:25][CH2:24]2)[N:21]=[CH:20][C:19]=1[C:28]([O:30][CH2:31][CH3:32])=[O:29]. The catalyst class is: 108. (5) Reactant: [OH:1][N:2]1[C:6](=[O:7])[C:5]2=[CH:8][CH:9]=[CH:10][CH:11]=[C:4]2[C:3]1=[O:12].C(=O)([O-])[O-].[K+].[K+].Cl[CH2:20][C:21]([N:23]([CH3:25])[CH3:24])=[O:22]. Product: [O:7]=[C:6]1[C:5]2[C:4](=[CH:11][CH:10]=[CH:9][CH:8]=2)[C:3](=[O:12])[N:2]1[O:1][CH2:20][C:21]([N:23]([CH3:25])[CH3:24])=[O:22]. The catalyst class is: 60. (6) Reactant: [Br:1][C:2]1[N:3]=[C:4]([NH:15][CH2:16][CH:17]2[CH2:22][CH2:21][O:20][CH2:19][CH2:18]2)[C:5]([NH:8][CH2:9][C:10](OCC)=[O:11])=[N:6][CH:7]=1. Product: [Br:1][C:2]1[N:3]=[C:4]2[N:15]([CH2:16][CH:17]3[CH2:22][CH2:21][O:20][CH2:19][CH2:18]3)[C:10](=[O:11])[CH2:9][NH:8][C:5]2=[N:6][CH:7]=1. The catalyst class is: 15. (7) The catalyst class is: 2. Reactant: [NH2:1][S:2]([C:5]1[CH:6]=[C:7]([Cl:15])[C:8]([Cl:14])=[C:9]([CH:13]=1)[C:10]([OH:12])=O)(=[O:4])=[O:3].[F:16][C:17]1[CH:22]=[CH:21][C:20]([C:23]2[S:27][C:26]([NH2:28])=[N:25][N:24]=2)=[CH:19][CH:18]=1.C(Cl)CCl.C1C=NC2N(O)N=NC=2C=1. Product: [NH2:1][S:2]([C:5]1[CH:6]=[C:7]([Cl:15])[C:8]([Cl:14])=[C:9]([CH:13]=1)[C:10]([NH:28][C:26]1[S:27][C:23]([C:20]2[CH:21]=[CH:22][C:17]([F:16])=[CH:18][CH:19]=2)=[N:24][N:25]=1)=[O:12])(=[O:3])=[O:4]. (8) Reactant: I[C:2]1[CH:7]=[N:6][CH:5]=[CH:4][N:3]=1.C([Mg]Cl)CCC.[Br:14][C:15]1[CH:16]=[CH:17][C:18]([F:23])=[C:19]([CH:22]=1)[CH:20]=[O:21]. Product: [Br:14][C:15]1[CH:16]=[CH:17][C:18]([F:23])=[C:19]([CH:20]([C:2]2[CH:7]=[N:6][CH:5]=[CH:4][N:3]=2)[OH:21])[CH:22]=1. The catalyst class is: 1. (9) Reactant: [Cl:1][C:2]1[CH:7]=[CH:6][C:5]([C@@H:8]([CH3:12])[C:9]([OH:11])=O)=[CH:4][CH:3]=1.[NH2:13][CH2:14][CH2:15][CH2:16][N:17]1[CH2:22][CH2:21][CH:20]([C:23]2[CH:24]=[C:25]([NH:30][C:31](=[O:35])[CH:32]([CH3:34])[CH3:33])[CH:26]=[CH:27][C:28]=2[CH3:29])[CH2:19][CH2:18]1. Product: [Cl:1][C:2]1[CH:3]=[CH:4][C:5]([C@@H:8]([CH3:12])[C:9]([NH:13][CH2:14][CH2:15][CH2:16][N:17]2[CH2:22][CH2:21][CH:20]([C:23]3[CH:24]=[C:25]([NH:30][C:31](=[O:35])[CH:32]([CH3:34])[CH3:33])[CH:26]=[CH:27][C:28]=3[CH3:29])[CH2:19][CH2:18]2)=[O:11])=[CH:6][CH:7]=1. The catalyst class is: 5.